Task: Predict which catalyst facilitates the given reaction.. Dataset: Catalyst prediction with 721,799 reactions and 888 catalyst types from USPTO Reactant: [CH3:1][C:2]1[CH:3]=[CH:4][C:5]([N:8]([CH:16]2[CH2:21][CH2:20][N:19]([CH2:22][CH2:23][C:24]3([CH2:30][C:31](O)=[O:32])[CH2:29][CH2:28][CH2:27][CH2:26][CH2:25]3)[CH2:18][CH2:17]2)[C:9]([C:11]2[O:12][CH:13]=[CH:14][CH:15]=2)=[O:10])=[N:6][CH:7]=1.Cl.[NH2:35][CH2:36][CH2:37][CH2:38][C:39]([O:41][CH2:42][CH3:43])=[O:40].Cl.C(N=C=NCCCN(C)C)C.O.ON1C2C=CC=CC=2N=N1.C(=O)(O)[O-].[Na+]. Product: [CH3:1][C:2]1[CH:3]=[CH:4][C:5]([N:8]([CH:16]2[CH2:21][CH2:20][N:19]([CH2:22][CH2:23][C:24]3([CH2:30][C:31]([NH:35][CH2:36][CH2:37][CH2:38][C:39]([O:41][CH2:42][CH3:43])=[O:40])=[O:32])[CH2:29][CH2:28][CH2:27][CH2:26][CH2:25]3)[CH2:18][CH2:17]2)[C:9]([C:11]2[O:12][CH:13]=[CH:14][CH:15]=2)=[O:10])=[N:6][CH:7]=1. The catalyst class is: 681.